Task: Predict the reactants needed to synthesize the given product.. Dataset: Full USPTO retrosynthesis dataset with 1.9M reactions from patents (1976-2016) (1) Given the product [CH3:36][C@H:28]1[N:29]([CH:33]([CH3:35])[CH3:34])[C@@H:30]([CH3:32])[CH2:31][N:26]([CH2:25][C:22]2[O:21][C:20]([C:4]3[CH:3]=[C:2]([C:42]4[CH:43]=[C:44]([NH:45][S:46]([CH3:49])(=[O:47])=[O:48])[C:39]([O:38][CH3:37])=[N:40][CH:41]=4)[CH:10]=[C:9]4[C:5]=3[CH:6]=[N:7][NH:8]4)=[N:24][N:23]=2)[CH2:27]1, predict the reactants needed to synthesize it. The reactants are: Br[C:2]1[CH:10]=[C:9]2[C:5]([CH:6]=[N:7][N:8]2S(C2C=CC=CC=2)(=O)=O)=[C:4]([C:20]2[O:21][C:22]([CH2:25][N:26]3[CH2:31][C@H:30]([CH3:32])[N:29]([CH:33]([CH3:35])[CH3:34])[C@H:28]([CH3:36])[CH2:27]3)=[N:23][N:24]=2)[CH:3]=1.[CH3:37][O:38][C:39]1[C:44]([NH:45][S:46]([CH3:49])(=[O:48])=[O:47])=[CH:43][C:42](B2OC(C)(C)C(C)(C)O2)=[CH:41][N:40]=1.[O-]P([O-])([O-])=O.[K+].[K+].[K+].[OH-].[Na+]. (2) Given the product [ClH:20].[Cl:20][C:21]1[C:26]([Cl:27])=[CH:25][CH:24]=[CH:23][C:22]=1[N:28]1[CH2:33][CH2:32][N:31]([CH2:2][CH2:3][CH2:4][C:5]2[C:13]3[C:8](=[CH:9][CH:10]=[CH:11][CH:12]=3)[NH:7][CH:6]=2)[CH2:30][CH2:29]1, predict the reactants needed to synthesize it. The reactants are: Br[CH2:2][CH2:3][CH2:4][C:5]1[C:13]2[C:8](=[CH:9][CH:10]=[CH:11][CH:12]=2)[NH:7][CH:6]=1.C(=O)([O-])[O-].[K+].[K+].[Cl:20][C:21]1[C:26]([Cl:27])=[CH:25][CH:24]=[CH:23][C:22]=1[N:28]1[CH2:33][CH2:32][NH:31][CH2:30][CH2:29]1. (3) Given the product [O:7]1[C:11]2[CH:12]=[CH:13][C:14]([C:16]3[C:20]([CH2:21][O:22][C:23]4[C:28]([F:29])=[CH:27][C:26]([CH2:30][CH2:31][CH2:32][OH:33])=[CH:25][C:24]=4[F:37])=[C:19]([C:38]([F:40])([F:41])[F:39])[S:18][N:17]=3)=[CH:15][C:10]=2[O:9][CH2:8]1, predict the reactants needed to synthesize it. The reactants are: [H-].[H-].[H-].[H-].[Li+].[Al+3].[O:7]1[C:11]2[CH:12]=[CH:13][C:14]([C:16]3[C:20]([CH2:21][O:22][C:23]4[C:28]([F:29])=[CH:27][C:26]([CH2:30][CH2:31][C:32](OCC)=[O:33])=[CH:25][C:24]=4[F:37])=[C:19]([C:38]([F:41])([F:40])[F:39])[S:18][N:17]=3)=[CH:15][C:10]=2[O:9][CH2:8]1.